From a dataset of Forward reaction prediction with 1.9M reactions from USPTO patents (1976-2016). Predict the product of the given reaction. Given the reactants [C:1]([O:5][C:6](=[O:21])[NH:7][CH:8]([C:10]1[CH:15]=[C:14]([Cl:16])[C:13]([CH3:17])=[C:12](Br)[C:11]=1[O:19][CH3:20])[CH3:9])([CH3:4])([CH3:3])[CH3:2].CC1(C)C(C)(C)OB([C:30]2[CH:31]=[CH:32][C:33]([CH:36]=[O:37])=[N:34][CH:35]=2)O1.C(=O)([O-])[O-].[K+].[K+].N#N, predict the reaction product. The product is: [Cl:16][C:14]1[C:13]([CH3:17])=[C:12]([C:30]2[CH:35]=[N:34][C:33]([CH:36]=[O:37])=[CH:32][CH:31]=2)[C:11]([O:19][CH3:20])=[C:10]([CH:8]([NH:7][C:6](=[O:21])[O:5][C:1]([CH3:4])([CH3:3])[CH3:2])[CH3:9])[CH:15]=1.